Dataset: Forward reaction prediction with 1.9M reactions from USPTO patents (1976-2016). Task: Predict the product of the given reaction. Given the reactants [Cl:1][CH2:2][C:3](=[O:11])[CH2:4][C:5]([O:7][CH2:8][CH:9]=[CH2:10])=[O:6].[CH:12](OC)(OC)OC.O=P12OP3(OP(OP(O3)(O1)=O)(=O)O2)=O, predict the reaction product. The product is: [Cl:1][CH2:2]/[C:3](/[O:11][CH3:12])=[CH:4]\[C:5]([O:7][CH2:8][CH:9]=[CH2:10])=[O:6].